The task is: Predict the reactants needed to synthesize the given product.. This data is from Full USPTO retrosynthesis dataset with 1.9M reactions from patents (1976-2016). Given the product [Br:1][C:10]1[S:9][CH:13]=[CH:12][C:11]=1[CH2:14][C:15]#[N:16], predict the reactants needed to synthesize it. The reactants are: [Br:1]N1C(=O)CCC1=O.[S:9]1[CH:13]=[CH:12][C:11]([CH2:14][C:15]#[N:16])=[CH:10]1.